Dataset: Drug-target binding data from BindingDB using Ki measurements. Task: Regression. Given a target protein amino acid sequence and a drug SMILES string, predict the binding affinity score between them. We predict pKi (pKi = -log10(Ki in M); higher means stronger inhibition). Dataset: bindingdb_ki. (1) The compound is CCS(=O)(=O)c1ccc(CNC(=O)c2cc3c(s2)C2(CCN(C(C)c4cnc(C(F)(F)F)nc4)CC2)O[C@H](C)C3)nc1. The target protein (Q92753) has sequence MCENQLKTKADATAQIEVIPCKICGDKSSGIHYGVITCEGCKGFFRRSQQNNASYSCPRQRNCLIDRTNRNRCQHCRLQKCLALGMSRDAVKFGRMSKKQRDSLYAEVQKHQQRLQEQRQQQSGEAEALARVYSSSISNGLSNLNNETSGTYANGHVIDLPKSEGYYNVDSGQPSPDQSGLDMTGIKQIKQEPIYDLTSVPNLFTYSSFNNGQLAPGITMTEIDRIAQNIIKSHLETCQYTMEELHQLAWQTHTYEEIKAYQSKSREALWQQCAIQITHAIQYVVEFAKRITGFMELCQNDQILLLKSGCLEVVLVRMCRAFNPLNNTVLFEGKYGGMQMFKALGSDDLVNEAFDFAKNLCSLQLTEEEIALFSSAVLISPDRAWLIEPRKVQKLQEKIYFALQHVIQKNHLDDETLAKLIAKIPTITAVCNLHGEKLQVFKQSHPEIVNTLFPPLYKELFNPDCATGCK. The pKi is 6.4. (2) The small molecule is CC(C)Oc1cncc(C2=CC3CNCC(C2)C3)c1. The target protein (P36544) has sequence MRCSPGGVWLALAASLLHVSLQGEFQRKLYKELVKNYNPLERPVANDSQPLTVYFSLSLLQIMDVDEKNQVLTTNIWLQMSWTDHYLQWNVSEYPGVKTVRFPDGQIWKPDILLYNSADERFDATFHTNVLVNSSGHCQYLPPGIFKSSCYIDVRWFPFDVQHCKLKFGSWSYGGWSLDLQMQEADISGYIPNGEWDLVGIPGKRSERFYECCKEPYPDVTFTVTMRRRTLYYGLNLLIPCVLISALALLVFLLPADSGEKISLGITVLLSLTVFMLLVAEIMPATSDSVPLIAQYFASTMIIVGLSVVVTVIVLQYHHHDPDGGKMPKWTRVILLNWCAWFLRMKRPGEDKVRPACQHKQRRCSLASVEMSAVAPPPASNGNLLYIGFRGLDGVHCVPTPDSGVVCGRMACSPTHDEHLLHGGQPPEGDPDLAKILEEVRYIANRFRCQDESEAVCSEWKFAACVVDRLCLMAFSVFTIICTIGILMSAPNFVEAVSKD.... The pKi is 7.0.